Dataset: Forward reaction prediction with 1.9M reactions from USPTO patents (1976-2016). Task: Predict the product of the given reaction. (1) Given the reactants [CH2:1]([C:3]1[CH:4]=[C:5]([CH2:13][CH:14]([NH:20][C:21]([N:23]2[CH2:28][CH2:27][CH:26]([N:29]3[CH2:38][C:37]4[C:32](=[CH:33][CH:34]=[CH:35][CH:36]=4)[NH:31][C:30]3=[O:39])[CH2:25][CH2:24]2)=[O:22])[C:15]2[NH:19][N:18]=[N:17][N:16]=2)[CH:6]=[C:7]2[C:11]=1[NH:10][N:9]=[C:8]2[CH3:12])[CH3:2].[C:40](=O)([O-])[O-].[Na+].[Na+].IC, predict the reaction product. The product is: [CH2:1]([C:3]1[CH:4]=[C:5]([CH2:13][CH:14]([NH:20][C:21]([N:23]2[CH2:24][CH2:25][CH:26]([N:29]3[CH2:38][C:37]4[C:32](=[CH:33][CH:34]=[CH:35][CH:36]=4)[NH:31][C:30]3=[O:39])[CH2:27][CH2:28]2)=[O:22])[C:15]2[N:16]([CH3:40])[N:17]=[N:18][N:19]=2)[CH:6]=[C:7]2[C:11]=1[NH:10][N:9]=[C:8]2[CH3:12])[CH3:2]. (2) Given the reactants [N+:1]([C:4]1[CH:5]=[C:6]([NH:10][C:11]2[N:18]=[CH:17][CH:16]=[CH:15][C:12]=2[CH:13]=O)[CH:7]=[CH:8][CH:9]=1)([O-:3])=[O:2].[N:19]1[CH:24]=[CH:23][CH:22]=[CH:21][C:20]=1[CH2:25][CH2:26][CH2:27][CH2:28][C:29](OCC)=[O:30].[Li+].CC([N-]C(C)C)C, predict the reaction product. The product is: [N+:1]([C:4]1[CH:5]=[C:6]([N:10]2[C:11]3[C:12](=[CH:15][CH:16]=[CH:17][N:18]=3)[CH:13]=[C:28]([CH2:27][CH2:26][CH2:25][C:20]3[CH:21]=[CH:22][CH:23]=[CH:24][N:19]=3)[C:29]2=[O:30])[CH:7]=[CH:8][CH:9]=1)([O-:3])=[O:2]. (3) Given the reactants Cl[C:2]1[N:7]=[N:6][C:5]2[O:8][CH:9]([CH2:12][OH:13])[CH2:10][O:11][C:4]=2[CH:3]=1.[CH:14](B1OB(C=C)OB(C=C)O1)=[CH2:15].N1C=CC=CC=1.O, predict the reaction product. The product is: [CH:14]([C:2]1[N:7]=[N:6][C:5]2[O:8][CH:9]([CH2:12][OH:13])[CH2:10][O:11][C:4]=2[CH:3]=1)=[CH2:15]. (4) Given the reactants [C:1]([N:4]([C:8]1[C:16]2[C:11](=[CH:12][C:13](Br)=[CH:14][C:15]=2[F:17])[N:10]([C:19](=[O:21])[CH3:20])[N:9]=1)[C:5](=[O:7])[CH3:6])(=[O:3])[CH3:2].[B:22]1([B:22]2[O:26][C:25]([CH3:28])([CH3:27])[C:24]([CH3:30])([CH3:29])[O:23]2)[O:26][C:25]([CH3:28])([CH3:27])[C:24]([CH3:30])([CH3:29])[O:23]1.C([O-])(=O)C.[K+].C(Cl)Cl, predict the reaction product. The product is: [C:1]([N:4]([C:8]1[C:16]2[C:11](=[CH:12][C:13]([B:22]3[O:26][C:25]([CH3:28])([CH3:27])[C:24]([CH3:30])([CH3:29])[O:23]3)=[CH:14][C:15]=2[F:17])[N:10]([C:19](=[O:21])[CH3:20])[N:9]=1)[C:5](=[O:7])[CH3:6])(=[O:3])[CH3:2]. (5) The product is: [NH2:29][C:24]([CH3:28])([CH2:25][CH2:26][CH3:27])[CH2:23][NH:22][C:20]([C:16]1[N:11]2[CH:12]=[C:13]([CH3:15])[CH:14]=[C:9]([O:8][CH2:1][C:2]3[CH:7]=[CH:6][CH:5]=[CH:4][CH:3]=3)[C:10]2=[N:18][C:17]=1[CH3:19])=[O:21]. Given the reactants [CH2:1]([O:8][C:9]1[C:10]2[N:11]([C:16]([C:20]([NH:22][CH2:23][C:24]([NH:29]C(=O)OC(C)(C)C)([CH3:28])[CH2:25][CH2:26][CH3:27])=[O:21])=[C:17]([CH3:19])[N:18]=2)[CH:12]=[C:13]([CH3:15])[CH:14]=1)[C:2]1[CH:7]=[CH:6][CH:5]=[CH:4][CH:3]=1.Cl, predict the reaction product. (6) Given the reactants [CH:1]([CH:3]([CH:9]=O)[C:4]([O:6][CH2:7][CH3:8])=[O:5])=O.Cl.[C:12]([NH2:15])(=[NH:14])[CH3:13].[O-]CC.[Na+], predict the reaction product. The product is: [CH3:13][C:12]1[N:15]=[CH:9][C:3]([C:4]([O:6][CH2:7][CH3:8])=[O:5])=[CH:1][N:14]=1. (7) Given the reactants [CH3:1][CH:2]([S:4](Cl)(=[O:6])=[O:5])[CH3:3].[NH2:8][C:9]1[CH:10]=[C:11]([C:15]2[CH:20]=[CH:19][C:18]([C:21]([F:31])([CH3:30])[CH2:22][NH:23][S:24]([N:27]([CH3:29])[CH3:28])(=[O:26])=[O:25])=[CH:17][CH:16]=2)[CH:12]=[CH:13][CH:14]=1.C1CCN2C(=NCCC2)CC1, predict the reaction product. The product is: [CH3:29][N:27]([CH3:28])[S:24]([NH:23][CH2:22][C:21]([F:31])([C:18]1[CH:17]=[CH:16][C:15]([C:11]2[CH:12]=[CH:13][CH:14]=[C:9]([NH:8][S:4]([CH:2]([CH3:3])[CH3:1])(=[O:6])=[O:5])[CH:10]=2)=[CH:20][CH:19]=1)[CH3:30])(=[O:25])=[O:26].